From a dataset of Forward reaction prediction with 1.9M reactions from USPTO patents (1976-2016). Predict the product of the given reaction. (1) Given the reactants [CH2:1]([O:8][C:9]([N:11]1[CH2:16][CH2:15][N:14]([C:17]2[CH:18]=[CH:19][C:20]3[N:25]4[C:26](=[O:31])[O:27][C@@H:28]([CH2:29][OH:30])[C@@H:24]4[CH2:23][O:22][C:21]=3[CH:32]=2)[C:13](=[O:33])[CH2:12]1)=[O:10])[C:2]1[CH:7]=[CH:6][CH:5]=[CH:4][CH:3]=1.[CH3:34][S:35](Cl)(=[O:37])=[O:36], predict the reaction product. The product is: [CH2:1]([O:8][C:9]([N:11]1[CH2:16][CH2:15][N:14]([C:17]2[CH:18]=[CH:19][C:20]3[N:25]4[C:26](=[O:31])[O:27][C@@H:28]([CH2:29][O:30][S:35]([CH3:34])(=[O:37])=[O:36])[C@@H:24]4[CH2:23][O:22][C:21]=3[CH:32]=2)[C:13](=[O:33])[CH2:12]1)=[O:10])[C:2]1[CH:7]=[CH:6][CH:5]=[CH:4][CH:3]=1. (2) Given the reactants [Cl:1][C:2]1[C:3]([N+:9]([O-])=O)=[C:4]([CH:6]=[CH:7][CH:8]=1)[NH2:5].[Cl-].[NH4+].C(O)C, predict the reaction product. The product is: [Cl:1][C:2]1[CH:8]=[CH:7][CH:6]=[C:4]([NH2:5])[C:3]=1[NH2:9]. (3) Given the reactants [F:1][C:2]1[N:7]=[CH:6][C:5]([C:8]([N:10]2[CH2:15][CH2:14][CH2:13][C@@H:12](O)[CH2:11]2)=[O:9])=[CH:4][CH:3]=1.[C:17]1([C:23]2[NH:27][N:26]=[N:25][N:24]=2)[CH:22]=[CH:21][CH:20]=[CH:19][CH:18]=1, predict the reaction product. The product is: [F:1][C:2]1[N:7]=[CH:6][C:5]([C:8]([N:10]2[CH2:15][CH2:14][CH2:13][C@H:12]([N:25]3[N:26]=[N:27][C:23]([C:17]4[CH:22]=[CH:21][CH:20]=[CH:19][CH:18]=4)=[N:24]3)[CH2:11]2)=[O:9])=[CH:4][CH:3]=1. (4) Given the reactants [H-].[H-].[H-].[H-].[Li+].[Al+3].[CH3:7][C:8]1[C@@H:14]2[C:15]([CH3:17])([CH3:16])[C@@H:12]([CH2:13]2)[C:10](=[O:11])[CH:9]=1.[F-].[Na+].[OH-].[Na+], predict the reaction product. The product is: [C@H:14]12[CH2:13][C@H:12]([C:15]1([CH3:16])[CH3:17])[C@H:10]([OH:11])[CH:9]=[C:8]2[CH3:7]. (5) Given the reactants [Cl:1][C:2]1[N:7]=[CH:6][C:5]([OH:8])=[C:4]([I:9])[CH:3]=1.C(=O)([O-])[O-].[K+].[K+].I[CH2:17][CH3:18], predict the reaction product. The product is: [Cl:1][C:2]1[CH:3]=[C:4]([I:9])[C:5]([O:8][CH2:17][CH3:18])=[CH:6][N:7]=1. (6) Given the reactants C(OC([N:8]1[CH2:11][CH:10]([CH2:12][C:13]2[N:14]([CH3:39])[C:15]3[C:20]([N:21]=2)=[C:19]([N:22]2[CH2:27][CH2:26][O:25][CH2:24][CH2:23]2)[N:18]=[C:17]([N:28]2[C:32]4[CH:33]=[CH:34][CH:35]=[CH:36][C:31]=4[N:30]=[C:29]2[CH2:37][CH3:38])[N:16]=3)[CH2:9]1)=O)(C)(C)C.C(O)(C(F)(F)F)=O, predict the reaction product. The product is: [NH:8]1[CH2:9][CH:10]([CH2:12][C:13]2[N:14]([CH3:39])[C:15]3[C:20]([N:21]=2)=[C:19]([N:22]2[CH2:27][CH2:26][O:25][CH2:24][CH2:23]2)[N:18]=[C:17]([N:28]2[C:32]4[CH:33]=[CH:34][CH:35]=[CH:36][C:31]=4[N:30]=[C:29]2[CH2:37][CH3:38])[N:16]=3)[CH2:11]1. (7) Given the reactants [C:1]1(=[O:7])[CH2:6][CH2:5][CH2:4][CH:3]=[CH:2]1.[C:8]1(B(O)O)[CH:13]=[CH:12][CH:11]=[CH:10][CH:9]=1, predict the reaction product. The product is: [C:8]1([C@@H:3]2[CH2:4][CH2:5][CH2:6][C:1](=[O:7])[CH2:2]2)[CH:13]=[CH:12][CH:11]=[CH:10][CH:9]=1. (8) Given the reactants F[C:2]1[CH:7]=[CH:6][C:5]([N+:8]([O-:10])=[O:9])=[CH:4][CH:3]=1.Cl.[OH:12][CH:13]1[CH2:18][CH2:17][CH2:16][NH:15][CH2:14]1.CCN(C(C)C)C(C)C, predict the reaction product. The product is: [OH:12][CH:13]1[CH2:18][CH2:17][CH2:16][N:15]([C:2]2[CH:7]=[CH:6][C:5]([N+:8]([O-:10])=[O:9])=[CH:4][CH:3]=2)[CH2:14]1.